This data is from Full USPTO retrosynthesis dataset with 1.9M reactions from patents (1976-2016). The task is: Predict the reactants needed to synthesize the given product. (1) Given the product [Cl:1][C:2]1[CH:3]=[CH:4][C:5]([C:8]2[N:9]=[C:10]3[N:14]([C:15]=2[CH2:16][OH:17])[CH:13]=[C:12]([C:18]([NH:25][CH2:22][CH2:23][CH3:24])=[O:20])[S:11]3)=[CH:6][CH:7]=1, predict the reactants needed to synthesize it. The reactants are: [Cl:1][C:2]1[CH:7]=[CH:6][C:5]([C:8]2[N:9]=[C:10]3[N:14]([C:15]=2[CH2:16][OH:17])[CH:13]=[C:12]([C:18]([O-:20])=O)[S:11]3)=[CH:4][CH:3]=1.[Na+].[CH2:22]([NH2:25])[CH2:23][CH3:24].CN(C(ON1N=NC2C=CC=CC1=2)=[N+](C)C)C.[B-](F)(F)(F)F.C(N(CC)CC)C. (2) The reactants are: [CH:1]([S:3]([NH:6][C:7]1[CH:8]=[C:9]2[C:14](=[CH:15][CH:16]=1)[CH2:13][N:12]([C:17]([O:19][C:20]([CH3:23])([CH3:22])[CH3:21])=[O:18])[CH2:11][CH2:10]2)(=[O:5])=[O:4])=[CH2:2].[CH3:24][CH:25]([CH3:27])[O-:26].[Na+].[Cl-].[NH4+]. Given the product [CH:25]([O:26][CH2:2][CH2:1][S:3]([NH:6][C:7]1[CH:8]=[C:9]2[C:14](=[CH:15][CH:16]=1)[CH2:13][N:12]([C:17]([O:19][C:20]([CH3:23])([CH3:22])[CH3:21])=[O:18])[CH2:11][CH2:10]2)(=[O:5])=[O:4])([CH3:27])[CH3:24], predict the reactants needed to synthesize it. (3) Given the product [NH2:3][C:4]1[C:5]([SH:1])=[CH:6][CH:7]=[CH:8][C:9]=1[S:10]([NH:13][C:14]1[CH:22]=[CH:21][C:17]([C:18]([OH:20])=[O:19])=[CH:16][CH:15]=1)(=[O:11])=[O:12], predict the reactants needed to synthesize it. The reactants are: [S:1]1[C:5]2=[CH:6][CH:7]=[CH:8][C:9]([S:10]([NH:13][C:14]3[CH:22]=[CH:21][C:17]([C:18]([OH:20])=[O:19])=[CH:16][CH:15]=3)(=[O:12])=[O:11])=[C:4]2[N:3]=C1.O.NN. (4) Given the product [Cl:1][C:2]1[CH:3]=[C:4]([N:16]2[CH:15]=[C:14]([CH3:13])[CH:18]=[N:17]2)[CH:5]=[CH:6][C:7]=1[O:8][CH3:9], predict the reactants needed to synthesize it. The reactants are: [Cl:1][C:2]1[CH:3]=[C:4](B(O)O)[CH:5]=[CH:6][C:7]=1[O:8][CH3:9].[CH3:13][C:14]1[CH:15]=[N:16][NH:17][CH:18]=1.